Dataset: Drug-target binding data from BindingDB patent sources. Task: Regression. Given a target protein amino acid sequence and a drug SMILES string, predict the binding affinity score between them. We predict pAffinity (pAffinity = -log10(affinity in M)). Dataset: bindingdb_patent. (1) The small molecule is Cc1c(-c2c(C)c(=O)c3c(CCc4ccccc4)c(O)c(O)cc3c2=O)c(=O)c2cc(O)c(O)c(CCc3ccccc3)c2c1=O. The target protein (Q16548) has sequence MTDCEFGYIYRLAQDYLQCVLQIPQPGSGPSKTSRVLQNVAFSVQKEVEKNLKSCLDNVNVVSVDTARTLFNQVMEKEFEDGIINWGRIVTIFAFEGILIKKLLRQQIAPDVDTYKEISYFVAEFIMNNTGEWIRQNGGWENGFVKKFEPKSGWMTFLEVTGKICEMLSLLKQYC. The pAffinity is 5.0. (2) The drug is Oc1cc(CCc2ccc(c(Cl)c2)C(F)(F)F)n[nH]c1=O. The target protein (P14920) has sequence MRVVVIGAGVIGLSTALCIHERYHSVLQPLDIKVYADRFTPLTTTDVAAGLWQPYLSDPNNPQEADWSQQTFDYLLSHVHSPNAENLGLFLISGYNLFHEAIPDPSWKDTVLGFRKLTPRELDMFPDYGYGWFHTSLILEGKNYLQWLTERLTERGVKFFQRKVESFEEVAREGADVIVNCTGVWAGALQRDPLLQPGRGQIMKVDAPWMKHFILTHDPERGIYNSPYIIPGTQTVTLGGIFQLGNWSELNNIQDHNTIWEGCCRLEPTLKNARIIGERTGFRPVRPQIRLEREQLRTGPSNTEVIHNYGHGGYGLTIHWGCALEAAKLFGRILEEKKLSRMPPSHL. The pAffinity is 7.9.